Dataset: Catalyst prediction with 721,799 reactions and 888 catalyst types from USPTO. Task: Predict which catalyst facilitates the given reaction. Product: [F:3][CH:2]([F:4])[O:5][C:6]1[C:11]2[O:12][CH:13]([CH3:17])[C:14](=[O:16])[NH:15][C:10]=2[CH:9]=[C:8]([CH:18]=[O:19])[CH:7]=1. The catalyst class is: 3. Reactant: Cl[CH:2]([F:4])[F:3].[OH:5][C:6]1[C:11]2[O:12][CH:13]([CH3:17])[C:14](=[O:16])[NH:15][C:10]=2[CH:9]=[C:8]([CH:18]=[O:19])[CH:7]=1.C([O-])([O-])=O.[Cs+].[Cs+].